This data is from Full USPTO retrosynthesis dataset with 1.9M reactions from patents (1976-2016). The task is: Predict the reactants needed to synthesize the given product. (1) The reactants are: [N:1]1[C:10]2[C:5](=[CH:6][CH:7]=[CH:8][CH:9]=2)[CH:4]=[CH:3][C:2]=1[CH2:11][O:12][C:13]1[CH:14]=[C:15]([CH:28]=[CH:29][CH:30]=1)[O:16][CH2:17][C:18]1[CH:19]=[C:20]([CH:25]=[CH:26][CH:27]=1)[C:21]([O:23]C)=[O:22].[OH-].[Na+].Cl. Given the product [N:1]1[C:10]2[C:5](=[CH:6][CH:7]=[CH:8][CH:9]=2)[CH:4]=[CH:3][C:2]=1[CH2:11][O:12][C:13]1[CH:14]=[C:15]([CH:28]=[CH:29][CH:30]=1)[O:16][CH2:17][C:18]1[CH:19]=[C:20]([CH:25]=[CH:26][CH:27]=1)[C:21]([OH:23])=[O:22], predict the reactants needed to synthesize it. (2) Given the product [NH2:16][C:15]1[CH:14]=[C:13]([C:17]2[CH:24]=[CH:23][C:20]([C:21]#[N:22])=[CH:19][CH:18]=2)[S:6][C:7]=1[C:8]([O:10][CH3:11])=[O:9], predict the reactants needed to synthesize it. The reactants are: CO.C[O-].[Na+].[SH:6][CH2:7][C:8]([O:10][CH3:11])=[O:9].Cl/[C:13](/[C:17]1[CH:24]=[CH:23][C:20]([C:21]#[N:22])=[CH:19][CH:18]=1)=[CH:14]/[C:15]#[N:16]. (3) Given the product [F:37][C:34]([F:35])([F:36])[C:32]1[CH:31]=[C:30]([CH:29]=[C:28]([C:27]([F:46])([F:47])[F:26])[CH:33]=1)[CH2:38][N:39]([CH2:14][C:13]1[C:8]([N:7]([CH2:6][CH:1]2[CH2:5][CH2:4][CH2:3][CH2:2]2)[CH2:20][CH3:21])=[N:9][CH:10]=[C:11]([C:16]([F:19])([F:18])[F:17])[CH:12]=1)[C:40]1[N:41]=[N:42][N:43]([CH3:45])[N:44]=1, predict the reactants needed to synthesize it. The reactants are: [CH:1]1([CH2:6][N:7]([CH2:20][CH3:21])[C:8]2[C:13]([CH2:14]O)=[CH:12][C:11]([C:16]([F:19])([F:18])[F:17])=[CH:10][N:9]=2)[CH2:5][CH2:4][CH2:3][CH2:2]1.S(Cl)(Cl)=O.[F:26][C:27]([F:47])([F:46])[C:28]1[CH:29]=[C:30]([CH2:38][NH:39][C:40]2[N:41]=[N:42][N:43]([CH3:45])[N:44]=2)[CH:31]=[C:32]([C:34]([F:37])([F:36])[F:35])[CH:33]=1.CC(C)([O-])C.[K+].[Cl-].[NH4+]. (4) Given the product [CH3:1][N:2]1[CH:6]=[C:5]([C:7]2[C:8]([C:24]([N:26]3[CH2:31][CH2:30][O:29][CH2:28][CH2:27]3)=[O:25])=[CH:9][C:10]([O:16][CH2:17][C:18]3[CH:19]=[CH:20][CH:21]=[CH:22][CH:23]=3)=[C:11]([CH:15]=2)[C:12]([NH:41][C:42]2[CH:43]=[N:44][CH:45]=[CH:46][CH:47]=2)=[O:14])[CH:4]=[N:3]1, predict the reactants needed to synthesize it. The reactants are: [CH3:1][N:2]1[CH:6]=[C:5]([C:7]2[C:8]([C:24]([N:26]3[CH2:31][CH2:30][O:29][CH2:28][CH2:27]3)=[O:25])=[CH:9][C:10]([O:16][CH2:17][C:18]3[CH:23]=[CH:22][CH:21]=[CH:20][CH:19]=3)=[C:11]([CH:15]=2)[C:12]([OH:14])=O)[CH:4]=[N:3]1.C(N(C(C)C)CC)(C)C.[NH2:41][C:42]1[CH:43]=[N:44][CH:45]=[CH:46][CH:47]=1.ON1C2N=CC=CC=2N=N1.C(Cl)CCl. (5) The reactants are: [F:1][C:2]1[C:7]2[C:8]([C:18](=[O:21])[NH:19][CH3:20])=[C:9]([C:11]3[CH:16]=[CH:15][C:14]([F:17])=[CH:13][CH:12]=3)[O:10][C:6]=2[CH:5]=[CH:4][C:3]=1[C:22]1[CH:23]=[C:24]([CH:28]=[CH:29][C:30]=1[CH3:31])[C:25]([OH:27])=O.Cl.[N:33]1[CH:38]=[CH:37][C:36]([C:39]2([NH2:42])[CH2:41][CH2:40]2)=[CH:35][N:34]=1.CN([P+](ON1N=NC2C=CC=CC1=2)(N(C)C)N(C)C)C.F[P-](F)(F)(F)(F)F. Given the product [F:1][C:2]1[C:7]2[C:8]([C:18]([NH:19][CH3:20])=[O:21])=[C:9]([C:11]3[CH:12]=[CH:13][C:14]([F:17])=[CH:15][CH:16]=3)[O:10][C:6]=2[CH:5]=[CH:4][C:3]=1[C:22]1[CH:23]=[C:24]([C:25](=[O:27])[NH:42][C:39]2([C:36]3[CH:37]=[CH:38][N:33]=[N:34][CH:35]=3)[CH2:41][CH2:40]2)[CH:28]=[CH:29][C:30]=1[CH3:31], predict the reactants needed to synthesize it.